Dataset: Full USPTO retrosynthesis dataset with 1.9M reactions from patents (1976-2016). Task: Predict the reactants needed to synthesize the given product. (1) Given the product [CH:1]1([N:4]([CH:5]2[CH2:10][CH2:9][N:8]([C:11]3[C:16]([F:17])=[CH:15][C:14]([C:18]([F:20])([F:19])[F:21])=[CH:13][N:12]=3)[CH2:7][CH2:6]2)[C:31](=[O:32])[C:30]2[CH:34]=[CH:35][C:27]([N:22]3[CH:26]=[N:25][N:24]=[N:23]3)=[CH:28][CH:29]=2)[CH2:2][CH2:3]1, predict the reactants needed to synthesize it. The reactants are: [CH:1]1([NH:4][CH:5]2[CH2:10][CH2:9][N:8]([C:11]3[C:16]([F:17])=[CH:15][C:14]([C:18]([F:21])([F:20])[F:19])=[CH:13][N:12]=3)[CH2:7][CH2:6]2)[CH2:3][CH2:2]1.[N:22]1([C:27]2[CH:35]=[CH:34][C:30]([C:31](O)=[O:32])=[CH:29][CH:28]=2)[CH:26]=[N:25][N:24]=[N:23]1. (2) Given the product [C:17]([O:16][N:13]([CH2:12][CH2:11][O:10][CH2:9][CH2:8][O:7][CH2:6][CH2:5][O:4][CH2:3][CH2:2][O:28][S:27]([C:24]1[CH:25]=[CH:26][C:21]([CH3:31])=[CH:22][CH:23]=1)(=[O:34])=[O:29])[CH:14]=[O:15])([CH3:20])([CH3:19])[CH3:18], predict the reactants needed to synthesize it. The reactants are: N[CH2:2][CH2:3][O:4][CH2:5][CH2:6][O:7][CH2:8][CH2:9][O:10][CH2:11][CH2:12][N:13]([O:16][C:17]([CH3:20])([CH3:19])[CH3:18])[CH:14]=[O:15].[C:21]1([CH3:31])[CH:26]=[CH:25][C:24]([S:27](Cl)(=[O:29])=[O:28])=[CH:23][CH:22]=1.CC[O:34]CC.